This data is from Full USPTO retrosynthesis dataset with 1.9M reactions from patents (1976-2016). The task is: Predict the reactants needed to synthesize the given product. (1) Given the product [NH2:72][C:68]1([C:65]2[CH:66]=[CH:67][C:62]([C:54]3[O:53][C:39]4[N:40]=[C:41]([NH:43][CH2:44][CH2:45][N:46]5[CH2:51][CH2:50][N:49]([CH3:52])[CH2:48][CH2:47]5)[N:42]=[C:37]([O:36][CH3:35])[C:38]=4[C:55]=3[C:56]3[CH:57]=[CH:58][CH:59]=[CH:60][CH:61]=3)=[CH:63][CH:64]=2)[CH2:69][CH2:70][CH2:71]1, predict the reactants needed to synthesize it. The reactants are: COC1C2C(C3C=CC=CC=3)=C(C3C=CC(C4(N)CCC4)=CC=3)OC=2N=C(N2CCOCC2)N=1.[CH3:35][O:36][C:37]1[C:38]2[C:55]([C:56]3[CH:61]=[CH:60][CH:59]=[CH:58][CH:57]=3)=[C:54]([C:62]3[CH:67]=[CH:66][C:65]([C:68]4([NH:72]C(=O)OC(C)(C)C)[CH2:71][CH2:70][CH2:69]4)=[CH:64][CH:63]=3)[O:53][C:39]=2[N:40]=[C:41]([NH:43][CH2:44][CH2:45][N:46]2[CH2:51][CH2:50][N:49]([CH3:52])[CH2:48][CH2:47]2)[N:42]=1. (2) Given the product [Cl:1][C:2]1[CH:7]=[CH:6][C:5]([CH3:8])=[CH:4][C:3]=1[NH:9][C:10]1[N:15]2[N:16]=[CH:17][C:18]([C:19]([O:21][CH2:22][CH3:23])=[O:20])=[C:14]2[N:13]=[CH:12][C:11]=1[C:24]([N:36]1[CH2:37][CH2:38][CH:33]([C:27]2[CH:32]=[CH:31][CH:30]=[CH:29][CH:28]=2)[CH2:34][CH2:35]1)=[O:26], predict the reactants needed to synthesize it. The reactants are: [Cl:1][C:2]1[CH:7]=[CH:6][C:5]([CH3:8])=[CH:4][C:3]=1[NH:9][C:10]1[N:15]2[N:16]=[CH:17][C:18]([C:19]([O:21][CH2:22][CH3:23])=[O:20])=[C:14]2[N:13]=[CH:12][C:11]=1[C:24]([OH:26])=O.[C:27]1([CH:33]2[CH2:38][CH2:37][NH:36][CH2:35][CH2:34]2)[CH:32]=[CH:31][CH:30]=[CH:29][CH:28]=1. (3) The reactants are: F[C:2]1[CH:26]=[CH:25][C:5]([C:6]([NH:8][C:9]2[CH:24]=[CH:23][CH:22]=[CH:21][C:10]=2[C:11]([NH:13][C:14]2[CH:19]=[CH:18][C:17]([Cl:20])=[CH:16][N:15]=2)=[O:12])=[O:7])=[C:4]([O:27][CH:28]2[CH2:33][CH2:32][N:31]([C:34]([O:36][C:37]([CH3:40])([CH3:39])[CH3:38])=[O:35])[CH2:30][CH2:29]2)[CH:3]=1.[NH:41]1[CH2:46][CH2:45][CH2:44][CH2:43][CH2:42]1. Given the product [N:41]1([C:2]2[CH:26]=[CH:25][C:5]([C:6]([NH:8][C:9]3[CH:24]=[CH:23][CH:22]=[CH:21][C:10]=3[C:11]([NH:13][C:14]3[CH:19]=[CH:18][C:17]([Cl:20])=[CH:16][N:15]=3)=[O:12])=[O:7])=[C:4]([O:27][CH:28]3[CH2:33][CH2:32][N:31]([C:34]([O:36][C:37]([CH3:40])([CH3:39])[CH3:38])=[O:35])[CH2:30][CH2:29]3)[CH:3]=2)[CH2:46][CH2:45][CH2:44][CH2:43][CH2:42]1, predict the reactants needed to synthesize it. (4) Given the product [Br:1][C:2]1[CH:7]=[C:6]([F:8])[CH:5]=[C:4]([F:9])[C:3]=1[N:11]1[CH2:15][CH2:14][CH2:13][CH2:12]1, predict the reactants needed to synthesize it. The reactants are: [Br:1][C:2]1[CH:7]=[C:6]([F:8])[CH:5]=[C:4]([F:9])[C:3]=1F.[NH:11]1[CH2:15][CH2:14][CH2:13][CH2:12]1. (5) Given the product [Br:11][C:12]1[CH:17]=[C:16]([Br:18])[CH:15]=[CH:14][C:13]=1[O:19][CH2:7][C:6]1[CH:9]=[CH:10][C:3]([O:2][CH3:1])=[CH:4][CH:5]=1, predict the reactants needed to synthesize it. The reactants are: [CH3:1][O:2][C:3]1[CH:10]=[CH:9][C:6]([CH2:7]Cl)=[CH:5][CH:4]=1.[Br:11][C:12]1[CH:17]=[C:16]([Br:18])[CH:15]=[CH:14][C:13]=1[OH:19].C(=O)([O-])[O-].[K+].[K+].C(=O)([O-])[O-].[Cs+].[Cs+].